From a dataset of Full USPTO retrosynthesis dataset with 1.9M reactions from patents (1976-2016). Predict the reactants needed to synthesize the given product. The reactants are: CCN(C(C)C)C(C)C.C1C=CC2N(O)N=NC=2C=1.CCN=C=NCCCN(C)C.[F:31][C:32]1[CH:33]=[C:34]([N:38]2[CH:42]=[C:41]([C:43]([OH:45])=O)[N:40]=[N:39]2)[CH:35]=[CH:36][CH:37]=1.FC1C=C(C=CC=1)N.[ClH:54].[NH2:55][CH2:56][C:57]([N:59]1[CH2:64][CH2:63][N:62]([C:65](=[O:74])[C:66]2[CH:71]=[C:70]([F:72])[CH:69]=[CH:68][C:67]=2Cl)[CH2:61][CH2:60]1)=[O:58].ClC1C=CC(F)=CC=1C(O)=O. Given the product [Cl:54][C:67]1[CH:68]=[CH:69][C:70]([F:72])=[CH:71][C:66]=1[C:65]([N:62]1[CH2:61][CH2:60][N:59]([C:57](=[O:58])[CH2:56][NH:55][C:43]([C:41]2[N:40]=[N:39][N:38]([C:34]3[CH:35]=[CH:36][CH:37]=[C:32]([F:31])[CH:33]=3)[CH:42]=2)=[O:45])[CH2:64][CH2:63]1)=[O:74], predict the reactants needed to synthesize it.